From a dataset of Full USPTO retrosynthesis dataset with 1.9M reactions from patents (1976-2016). Predict the reactants needed to synthesize the given product. (1) Given the product [F:15][C:11]1[CH:12]=[C:13]2[C:8](=[CH:9][CH:10]=1)[CH2:7][C:6]([NH:16][C:17](=[O:28])[C:18]1[CH:23]=[CH:22][CH:21]=[C:20]([CH3:24])[C:19]=1/[CH:25]=[CH:26]/[CH3:27])([C:4]([OH:5])=[O:3])[CH2:14]2, predict the reactants needed to synthesize it. The reactants are: C([O:3][C:4]([C:6]1([NH:16][C:17](=[O:28])[C:18]2[CH:23]=[CH:22][CH:21]=[C:20]([CH3:24])[C:19]=2/[CH:25]=[CH:26]/[CH3:27])[CH2:14][C:13]2[C:8](=[CH:9][CH:10]=[C:11]([F:15])[CH:12]=2)[CH2:7]1)=[O:5])C.[OH-].[K+].O. (2) The reactants are: N1C2C=CC=CC=2N=C1C1CCN([CH2:16][CH2:17][CH:18]2[O:22][C:21](=[O:23])[C:20]([CH2:26][CH3:27])([CH2:24][CH3:25])[CH2:19]2)CC1.[C:28]1([C:34]2([C:40]3[CH:45]=[CH:44][CH:43]=[CH:42][CH:41]=3)[CH2:39][CH2:38][NH:37][CH2:36][CH2:35]2)[CH:33]=[CH:32][CH:31]=[CH:30][CH:29]=1.N1(C2C=CC=CC=2C#N)CCNCC1.CC1C=CC(S(OCCC2CC3(CCCC3)C(=O)O2)(=O)=O)=CC=1.CC1C=CC(S(OCCC2CC(CC)(CC)C(=O)O2)(=O)=O)=CC=1. Given the product [C:28]1([C:34]2([C:40]3[CH:45]=[CH:44][CH:43]=[CH:42][CH:41]=3)[CH2:35][CH2:36][N:37]([CH2:16][CH2:17][CH:18]3[CH2:19][C:20]4([CH2:24][CH2:25][CH2:27][CH2:26]4)[C:21](=[O:23])[O:22]3)[CH2:38][CH2:39]2)[CH:29]=[CH:30][CH:31]=[CH:32][CH:33]=1, predict the reactants needed to synthesize it.